From a dataset of Retrosynthesis with 50K atom-mapped reactions and 10 reaction types from USPTO. Predict the reactants needed to synthesize the given product. Given the product CC(C)(C)[Si](C)(C)OC[C@H](CO)O[Si](C)(C)C(C)(C)C, predict the reactants needed to synthesize it. The reactants are: COc1ccc(C(=O)OC[C@@H](CO[Si](C)(C)C(C)(C)C)O[Si](C)(C)C(C)(C)C)cc1.